Predict the reactants needed to synthesize the given product. From a dataset of Full USPTO retrosynthesis dataset with 1.9M reactions from patents (1976-2016). Given the product [C:1]([C:5]1[N:6]=[C:7]([N:16]2[CH2:20][CH2:19][C:18]([F:21])([F:22])[CH2:17]2)[C:8]2[N:13]=[N:12][N:11]([CH2:14][C:15]3[CH:30]=[CH:29][N:28]=[CH:27][CH:23]=3)[C:9]=2[N:10]=1)([CH3:2])([CH3:3])[CH3:4], predict the reactants needed to synthesize it. The reactants are: [C:1]([C:5]1[N:6]=[C:7]([N:16]2[CH2:20][CH2:19][C:18]([F:22])([F:21])[CH2:17]2)[C:8]2[N:13]=[N:12][N:11]([CH2:14][CH3:15])[C:9]=2[N:10]=1)([CH3:4])([CH3:3])[CH3:2].[C:23]([C:27]1[N:28]=[C:29](N2CCC(F)(F)C2)[C:30]2N=NNC=2N=1)(C)(C)C.Br.BrCC1C=CN=CC=1.